Dataset: Forward reaction prediction with 1.9M reactions from USPTO patents (1976-2016). Task: Predict the product of the given reaction. The product is: [CH3:26][O:27][C:28]([C@@H:30]1[CH2:34][C:33]([F:36])([F:35])[CH2:32][N:31]1[S:1]([C:4]1[CH:10]=[CH:9][C:7]([CH3:8])=[CH:6][CH:5]=1)(=[O:3])=[O:2])=[O:29]. Given the reactants [S:1](Cl)([C:4]1[CH:10]=[CH:9][C:7]([CH3:8])=[CH:6][CH:5]=1)(=[O:3])=[O:2].C(N(CC)CC)C.FC(F)(F)C(O)=O.[CH3:26][O:27][C:28]([C@@H:30]1[CH2:34][C:33]([F:36])([F:35])[CH2:32][NH:31]1)=[O:29], predict the reaction product.